Dataset: Full USPTO retrosynthesis dataset with 1.9M reactions from patents (1976-2016). Task: Predict the reactants needed to synthesize the given product. (1) Given the product [NH2:1][C:2]1[C:11]2[CH:10]=[CH:9][CH:8]=[C:7]([C:22]3[CH:23]=[CH:24][CH:25]=[C:26]([O:27][CH3:28])[C:21]=3[F:20])[C:6]=2[N:5]=[C:4]2[CH2:13][N:14]([CH:17]3[CH2:19][CH2:18]3)[C:15](=[O:16])[C:3]=12, predict the reactants needed to synthesize it. The reactants are: [NH2:1][C:2]1[C:11]2[CH:10]=[CH:9][CH:8]=[C:7](Br)[C:6]=2[N:5]=[C:4]2[CH2:13][N:14]([CH:17]3[CH2:19][CH2:18]3)[C:15](=[O:16])[C:3]=12.[F:20][C:21]1[C:26]([O:27][CH3:28])=[CH:25][CH:24]=[CH:23][C:22]=1B(O)O. (2) Given the product [CH:1]1([NH:4][C:5](=[O:39])[C:6]2[CH:11]=[CH:10][C:9]([C:12]3[N:16]4[CH:17]=[C:18]([O:28][C:29]5[CH:34]=[CH:33][C:32]([OH:35])=[C:31]([F:37])[CH:30]=5)[CH:19]=[C:20]([NH:21][CH2:22][CH2:23][C:24]([F:26])([F:27])[F:25])[C:15]4=[N:14][CH:13]=3)=[CH:8][C:7]=2[CH3:38])[CH2:2][CH2:3]1, predict the reactants needed to synthesize it. The reactants are: [CH:1]1([NH:4][C:5](=[O:39])[C:6]2[CH:11]=[CH:10][C:9]([C:12]3[N:16]4[CH:17]=[C:18]([O:28][C:29]5[CH:34]=[CH:33][C:32]([O:35]C)=[C:31]([F:37])[CH:30]=5)[CH:19]=[C:20]([NH:21][CH2:22][CH2:23][C:24]([F:27])([F:26])[F:25])[C:15]4=[N:14][CH:13]=3)=[CH:8][C:7]=2[CH3:38])[CH2:3][CH2:2]1.B(Br)(Br)Br.CO.